From a dataset of Full USPTO retrosynthesis dataset with 1.9M reactions from patents (1976-2016). Predict the reactants needed to synthesize the given product. (1) Given the product [CH3:1][N:2]([C:10]1[CH:15]=[CH:14][CH:13]=[CH:12][CH:11]=1)[C:3]([C:5]1[CH:9]=[CH:8][N:7]([C:20](=[O:21])[C:19]2[CH:23]=[CH:24][CH:25]=[C:17]([Cl:16])[CH:18]=2)[N:6]=1)=[O:4], predict the reactants needed to synthesize it. The reactants are: [CH3:1][N:2]([C:10]1[CH:15]=[CH:14][CH:13]=[CH:12][CH:11]=1)[C:3]([C:5]1[CH:9]=[CH:8][NH:7][N:6]=1)=[O:4].[Cl:16][C:17]1[CH:18]=[C:19]([CH:23]=[CH:24][CH:25]=1)[C:20](Cl)=[O:21]. (2) Given the product [CH3:34][N:37]1[CH2:38][CH2:39][C:46]2([CH2:47][C:48]3[C:53](=[N:52][CH:51]=[C:50](/[CH:55]=[CH:56]/[C:57](=[O:58])[N:11]4[CH2:12][CH:9]([O:8][CH2:7][C:3]5[S:2][CH:6]=[CH:5][CH:4]=5)[CH2:10]4)[CH:49]=3)[NH:54][C:45]2=[O:44])[CH2:42][CH2:40]1, predict the reactants needed to synthesize it. The reactants are: Cl.[S:2]1[CH:6]=[CH:5][CH:4]=[C:3]1[CH2:7][O:8][CH:9]1[CH2:12][NH:11][CH2:10]1.CCN=C=NCCCN(C)C.C1C=CC2N(O)N=NC=2C=1.[CH:34]([N:37]([CH:40]([CH3:42])C)[CH2:38][CH3:39])(C)C.Cl.[O:44]=[C:45]1[NH:54][C:53]2[N:52]=[CH:51][C:50](/[CH:55]=[CH:56]/[C:57](O)=[O:58])=[CH:49][C:48]=2[CH2:47][CH2:46]1. (3) Given the product [CH3:1][C:2]1[CH:3]=[C:4]([CH2:11][CH:12]([C:33]2[CH:40]=[CH:39][C:36]([CH2:37][N:8]3[CH2:53][CH2:51][CH2:5][CH2:6][CH2:7]3)=[CH:35][N:34]=2)[CH2:13][C:14]([N:15]2[CH2:20][CH2:19][CH:18]([N:21]3[CH2:30][C:29]4[C:24](=[CH:25][CH:26]=[CH:27][CH:28]=4)[NH:23][C:22]3=[O:31])[CH2:17][CH2:16]2)=[O:32])[CH:5]=[C:6]2[C:10]=1[NH:9][N:8]=[CH:7]2, predict the reactants needed to synthesize it. The reactants are: [CH3:1][C:2]1[CH:3]=[C:4]([CH2:11][CH:12]([C:33]2[CH:40]=[CH:39][C:36]([CH:37]=O)=[CH:35][N:34]=2)[CH2:13][C:14](=[O:32])[N:15]2[CH2:20][CH2:19][CH:18]([N:21]3[CH2:30][C:29]4[C:24](=[CH:25][CH:26]=[CH:27][CH:28]=4)[NH:23][C:22]3=[O:31])[CH2:17][CH2:16]2)[CH:5]=[C:6]2[C:10]=1[NH:9][N:8]=[CH:7]2.[BH-](O[C:51]([CH3:53])=O)(OC(C)=O)OC(C)=O.[Na+]. (4) Given the product [I:1][C:2]1[CH:8]=[CH:7][C:5]([NH:6][C:9]2([C:19]#[N:20])[CH2:13][CH2:12][CH2:11][CH2:10]2)=[CH:4][CH:3]=1, predict the reactants needed to synthesize it. The reactants are: [I:1][C:2]1[CH:8]=[CH:7][C:5]([NH2:6])=[CH:4][CH:3]=1.[C:9]1(=O)[CH2:13][CH2:12][CH2:11][CH2:10]1.C[Si]([C:19]#[N:20])(C)C.[OH-].[NH4+]. (5) Given the product [CH2:6]([C:9]1[CH:14]=[CH:13][CH:12]=[CH:11][C:10]=1[B:16]([OH:19])[OH:17])[CH2:7][CH3:8], predict the reactants needed to synthesize it. The reactants are: C([Li])CCC.[CH2:6]([C:9]1[CH:14]=[CH:13][CH:12]=[CH:11][C:10]=1Br)[CH2:7][CH3:8].[B:16](OC)([O:19]C)[O:17]C.C(=O)=O.CC(C)=O.Cl. (6) Given the product [C:1]1([C:7]2[C:8]([C:16]3[CH:23]=[CH:22][C:19]([CH2:20][N:25]4[CH2:26][CH2:27][CH:28]([C:31]5[NH:32][C:33]6[CH:39]=[C:38]([C:40]#[N:41])[CH:37]=[CH:36][C:34]=6[N:35]=5)[CH2:29][CH2:30]4)=[CH:18][CH:17]=3)=[N:9][C:10]3[N:11]([CH:13]=[CH:14][N:15]=3)[CH:12]=2)[CH:6]=[CH:5][CH:4]=[CH:3][CH:2]=1, predict the reactants needed to synthesize it. The reactants are: [C:1]1([C:7]2[C:8]([C:16]3[CH:23]=[CH:22][C:19]([CH:20]=O)=[CH:18][CH:17]=3)=[N:9][C:10]3[N:11]([CH:13]=[CH:14][N:15]=3)[CH:12]=2)[CH:6]=[CH:5][CH:4]=[CH:3][CH:2]=1.Cl.[NH:25]1[CH2:30][CH2:29][CH:28]([C:31]2[NH:32][C:33]3[CH:39]=[C:38]([C:40]#[N:41])[CH:37]=[CH:36][C:34]=3[N:35]=2)[CH2:27][CH2:26]1. (7) Given the product [F:8][C:4]1[CH:5]=[CH:6][CH:7]=[C:2]([F:1])[C:3]=1[NH:9][C:10](=[O:33])[NH:11][C:12]1[CH:17]=[CH:16][C:15]([C:18]2[CH:22]=[C:21]([C:23]([NH:25][CH:26]([CH3:31])[C:27]([OH:29])=[O:28])=[O:24])[O:20][N:19]=2)=[CH:14][C:13]=1[CH3:32], predict the reactants needed to synthesize it. The reactants are: [F:1][C:2]1[CH:7]=[CH:6][CH:5]=[C:4]([F:8])[C:3]=1[NH:9][C:10](=[O:33])[NH:11][C:12]1[CH:17]=[CH:16][C:15]([C:18]2[CH:22]=[C:21]([C:23]([NH:25][CH:26]([CH3:31])[C:27]([O:29]C)=[O:28])=[O:24])[O:20][N:19]=2)=[CH:14][C:13]=1[CH3:32].[Li+].[OH-].Cl.